Dataset: CYP2C19 inhibition data for predicting drug metabolism from PubChem BioAssay. Task: Regression/Classification. Given a drug SMILES string, predict its absorption, distribution, metabolism, or excretion properties. Task type varies by dataset: regression for continuous measurements (e.g., permeability, clearance, half-life) or binary classification for categorical outcomes (e.g., BBB penetration, CYP inhibition). Dataset: cyp2c19_veith. (1) The molecule is O=C(CCNS(=O)(=O)c1ccc2c(c1)CCC(=O)N2)NCc1ccc2c(c1)OCO2. The result is 0 (non-inhibitor). (2) The compound is C/C(CCC(=O)OC[C@@H]1O[C@H](C#Cc2ccccc2)C=C[C@@H]1Oc1ccc(C)cc1)=N/O[C@@H](C)c1cc(-c2c(C)cc(C)cc2C)no1. The result is 0 (non-inhibitor). (3) The compound is Cc1ccc(-n2ncc3c(=O)n(CC(=O)NCC4CCCO4)cnc32)cc1. The result is 0 (non-inhibitor).